This data is from Forward reaction prediction with 1.9M reactions from USPTO patents (1976-2016). The task is: Predict the product of the given reaction. (1) Given the reactants [CH3:1][S:2][C:3]1[CH:8]=[CH:7][C:6]([CH:9]([CH2:13][C@H:14]2[CH2:18][CH2:17][CH2:16][O:15]2)[C:10]([OH:12])=O)=[CH:5][C:4]=1[C:19]([F:22])([F:21])[F:20].C(Cl)(=O)C(Cl)=O.[NH2:29][C:30]1[CH:35]=[N:34][CH:33]=[CH:32][N:31]=1.N1C=CC=CC=1, predict the reaction product. The product is: [CH3:1][S:2][C:3]1[CH:8]=[CH:7][C:6]([CH:9]([CH2:13][C@H:14]2[CH2:18][CH2:17][CH2:16][O:15]2)[C:10]([NH:29][C:30]2[CH:35]=[N:34][CH:33]=[CH:32][N:31]=2)=[O:12])=[CH:5][C:4]=1[C:19]([F:22])([F:21])[F:20]. (2) Given the reactants [Cl:1][C:2]1[CH:7]=[CH:6][C:5]([OH:8])=[CH:4][C:3]=1[N+:9]([O-:11])=[O:10].Br[CH2:13][C:14]1[CH:19]=[CH:18][C:17]([CH3:20])=[CH:16][CH:15]=1, predict the reaction product. The product is: [Cl:1][C:2]1[CH:7]=[CH:6][C:5]([O:8][CH2:13][C:14]2[CH:19]=[CH:18][C:17]([CH3:20])=[CH:16][CH:15]=2)=[CH:4][C:3]=1[N+:9]([O-:11])=[O:10]. (3) Given the reactants [C:1]([C:5]1[CH:10]=[CH:9][CH:8]=[CH:7][C:6]=1[CH:11]1[CH2:16][CH2:15][NH:14][CH2:13][CH2:12]1)([CH3:4])([CH3:3])[CH3:2].[S:17]1[CH2:21][CH2:20][CH2:19][CH:18]1[C:22](O)=[O:23].CCN=C=NCCCN(C)C.C1C=CC2N(O)N=NC=2C=1.CCN(CC)CC, predict the reaction product. The product is: [C:1]([C:5]1[CH:10]=[CH:9][CH:8]=[CH:7][C:6]=1[CH:11]1[CH2:12][CH2:13][N:14]([C:22]([CH:18]2[CH2:19][CH2:20][CH2:21][S:17]2)=[O:23])[CH2:15][CH2:16]1)([CH3:4])([CH3:2])[CH3:3]. (4) The product is: [Cl:1][C:26]1[N:18]([CH2:17][CH:14]2[CH2:16][CH2:15]2)[C:19]2[C:24]([N:25]=1)=[C:23]([N:27]1[CH2:28][CH2:29][O:30][CH2:31][CH2:32]1)[N:22]=[C:21]([C:33]1[CH:38]=[N:37][C:36]([CH2:39][NH:40][C:41](=[O:47])[O:42][C:43]([CH3:44])([CH3:46])[CH3:45])=[N:35][CH:34]=1)[N:20]=2. Given the reactants [Cl:1]N1C(=O)CCC1=O.CN(C)C=O.[CH:14]1([CH2:17][N:18]2[CH:26]=[N:25][C:24]3[C:19]2=[N:20][C:21]([C:33]2[CH:34]=[N:35][C:36]([CH2:39][NH:40][C:41](=[O:47])[O:42][C:43]([CH3:46])([CH3:45])[CH3:44])=[N:37][CH:38]=2)=[N:22][C:23]=3[N:27]2[CH2:32][CH2:31][O:30][CH2:29][CH2:28]2)[CH2:16][CH2:15]1, predict the reaction product. (5) Given the reactants [CH2:1]([O:7][C:8]1[CH:13]=[CH:12][CH:11]=[CH:10][C:9]=1[O:14][CH2:15][CH2:16][CH2:17][CH2:18][CH2:19][CH3:20])[CH2:2][CH2:3][CH2:4][CH2:5][CH3:6].CN([CH:29]=[O:30])C1C=CC=CC=1.P(Cl)(Cl)(Cl)=O, predict the reaction product. The product is: [CH2:15]([O:14][C:9]1[CH:10]=[C:11]([CH:12]=[CH:13][C:8]=1[O:7][CH2:1][CH2:2][CH2:3][CH2:4][CH2:5][CH3:6])[CH:29]=[O:30])[CH2:16][CH2:17][CH2:18][CH2:19][CH3:20].